This data is from Forward reaction prediction with 1.9M reactions from USPTO patents (1976-2016). The task is: Predict the product of the given reaction. (1) The product is: [CH3:10][O:9][C:7]1[CH:6]=[C:5]([C:11]([C@@H:13]2[C@:22]3([CH3:23])[C@H:17]([C:18]([CH3:25])([CH3:24])[CH2:19][CH2:20][CH2:21]3)[CH2:16][C:15](=[O:26])[C@@H:14]2[CH3:27])=[O:12])[CH:4]=[C:3]([O:2][CH3:1])[CH:8]=1. Given the reactants [CH3:1][O:2][C:3]1[CH:4]=[C:5]([C:11]([C@@H:13]2[C@:22]3([CH3:23])[C@H:17]([C:18]([CH3:25])([CH3:24])[CH2:19][CH2:20][CH2:21]3)[CH2:16][C@@H:15]([OH:26])[C@@H:14]2[CH3:27])=[O:12])[CH:6]=[C:7]([O:9][CH3:10])[CH:8]=1.C1C=C[NH+]=CC=1.[O-][Cr](Cl)(=O)=O, predict the reaction product. (2) Given the reactants [CH2:1]([O:3][C:4](=[O:9])[CH2:5][CH2:6][CH2:7][CH3:8])[CH3:2].[C:10]([O:17][CH2:18][CH3:19])(=[O:16])[C:11]([O:13]CC)=O.CC[O-].[Na+], predict the reaction product. The product is: [CH2:18]([O:17][C:10](=[O:16])[C:11](=[O:13])[CH:5]([CH2:6][CH2:7][CH3:8])[C:4]([O:3][CH2:1][CH3:2])=[O:9])[CH3:19].